From a dataset of Experimentally validated miRNA-target interactions with 360,000+ pairs, plus equal number of negative samples. Binary Classification. Given a miRNA mature sequence and a target amino acid sequence, predict their likelihood of interaction. (1) The miRNA is hsa-let-7a-3p with sequence CUAUACAAUCUACUGUCUUUC. The protein sequence of the target gene is MDRGQVLEQLLPELTGLLSLLDHEYLSDTTLEKKMAVASILQSLQPLPAKEVSYLYVNTADLHSGPSFVESLFEEFDCDLSDLRDMPEDDGEPSKGASPELAKSPRLRNAADLPPPLPNKPPPEDYYEEALPLGPGKSPEYISSHNGCSPSHSIVDGYYEDADSSYPATRVNGELKSSYNDSDAMSSSYESYDEEEEEGKSPQPRHQWPSEEASMHLVRECRICAFLLRKKRFGQWAKQLTVIREDQLLCYKSSKDRQPHLRLALDTCSIIYVPKDSRHKRHELRFTQGATEVLVLALQS.... Result: 0 (no interaction). (2) The miRNA is mmu-miR-19b-3p with sequence UGUGCAAAUCCAUGCAAAACUGA. The protein sequence of the target gene is MGLLRIMMPPKLQLLAVVAFAVAMLFLENQIQKLEESRAKLERAIARHEVREIEQRHTMDGPRQDATLDEEEDIIIIYNRVPKTASTSFTNIAYDLCAKNRYHVLHINTTKNNPVMSLQDQVRFVKNITTWNEMKPGFYHGHISYLDFAKFGVKKKPIYINVIRDPIERLVSYYYFLRFGDDYRPGLRRRKQGDKKTFDECVAEGGSDCAPEKLWLQIPFFCGHSSECWNVGSRWAMDQAKSNLINEYFLVGVTEELEDFIMLLEAALPRFFRGATDLYRTGKKSHLRKTTEKKLPTKQT.... Result: 1 (interaction). (3) The miRNA is hsa-miR-5197-3p with sequence AAGAAGAGACUGAGUCAUCGAAU. The protein sequence of the target gene is MAPPAARLALLSAAALTLAARPAPSPGLGPECFTANGADYRGTQNWTALQGGKPCLFWNETFQHPYNTLKYPNGEGGLGEHNYCRNPDGDVSPWCYVAEHEDGVYWKYCEIPACQMPGNLGCYKDHGNPPPLTGTSKTSNKLTIQTCISFCRSQRFKFAGMESGYACFCGNNPDYWKYGEAASTECNSVCFGDHTQPCGGDGRIILFDTLVGACGGNYSAMSSVVYSPDFPDTYATGRVCYWTIRVPGASHIHFSFPLFDIRDSADMVELLDGYTHRVLARFHGRSRPPLSFNVSLDFVI.... Result: 0 (no interaction). (4) The miRNA is hsa-miR-3714 with sequence GAAGGCAGCAGUGCUCCCCUGU. The protein sequence of the target gene is MSSEKSGLPDSVPHTSPPPYNAPQPPAEPPIPPPQTAPSSHHHHHHHYHQSGTATLPRLGAGGLASAAASAQRGPSSSATLPRPPHHAPPGPAAGAPPPGCATLPRMPPDPYLQETRFEGPLPPPPPAAAAPPPPAPAPTAQAPGFVVPTHAGAVGTLPLGGYVAPGYPLQLQPCTAYVPVYPVGTPYAGGTPGGPGVTSTLPPPPQGPGLALLEPRRPPHDYMPIAVLTTICCFWPTGIIAIFKAVQVRTALARGDLVSAEIASREARNFSFISLAVGIAAMVLCTILTVVIIIAAQHH.... Result: 0 (no interaction). (5) The miRNA is hsa-miR-3145-5p with sequence AACUCCAAACACUCAAAACUCA. The protein sequence of the target gene is MSLVGGFPHHPVVHHDGYPFAAAAAAAASRCHEENPYFHGWLISHPEMSPPDYSMAPSYSPEYANGAAGLDHSHYGGVPGSGAGGLMQRPVKRRGTANRKERRRTISINSAFAELRECIPNVPADTKLSKIKTLRLATSYIAYLMDLLAKDDQNGETEAFKAEIKKTDVKEEKRKKELNELLKSTVCSNDKKTKGRTGWPQHVWALELKQ. Result: 0 (no interaction).